Dataset: Full USPTO retrosynthesis dataset with 1.9M reactions from patents (1976-2016). Task: Predict the reactants needed to synthesize the given product. Given the product [CH3:33][C:23]1[CH:28]=[CH:27][C:26]([S:29]([O:22][CH2:21][CH2:20][C@H:19]2[CH2:18][CH2:17][O:16][CH2:15][C@H:14]2[F:13])(=[O:31])=[O:30])=[CH:25][CH:24]=1, predict the reactants needed to synthesize it. The reactants are: Cl.CN(C)C.C(N(CC)CC)C.[F:13][C@H:14]1[C@@H:19]([CH2:20][CH2:21][OH:22])[CH2:18][CH2:17][O:16][CH2:15]1.[C:23]1([CH3:33])[CH:28]=[CH:27][C:26]([S:29](Cl)(=[O:31])=[O:30])=[CH:25][CH:24]=1.